From a dataset of Full USPTO retrosynthesis dataset with 1.9M reactions from patents (1976-2016). Predict the reactants needed to synthesize the given product. Given the product [O:29]1[C:28]2[CH:27]=[CH:26][C:23]([CH2:24][N:4]3[CH2:5][CH2:6][N:1]([C:7]4[CH:16]=[CH:15][CH:14]=[C:13]5[C:8]=4[C:9]([NH2:18])=[N:10][C:11]([NH2:17])=[N:12]5)[CH2:2][CH2:3]3)=[CH:22][C:21]=2[O:20][CH2:19]1, predict the reactants needed to synthesize it. The reactants are: [N:1]1([C:7]2[CH:16]=[CH:15][CH:14]=[C:13]3[C:8]=2[C:9]([NH2:18])=[N:10][C:11]([NH2:17])=[N:12]3)[CH2:6][CH2:5][NH:4][CH2:3][CH2:2]1.[CH2:19]1[O:29][C:28]2[CH:27]=[CH:26][C:23]([CH2:24]Cl)=[CH:22][C:21]=2[O:20]1.